Predict the product of the given reaction. From a dataset of Forward reaction prediction with 1.9M reactions from USPTO patents (1976-2016). (1) Given the reactants [NH2:1][C:2]1[C:3]([F:22])=[CH:4][C:5]([Cl:21])=[C:6]([CH:20]=1)[O:7][C:8]1[CH:19]=[CH:18][CH:17]=[CH:16][C:9]=1[O:10][CH2:11][C:12]([O:14][CH3:15])=[O:13].Cl[C:24]([O:26][CH3:27])=[O:25].O1CCCC1.Cl, predict the reaction product. The product is: [Cl:21][C:5]1[CH:4]=[C:3]([F:22])[C:2]([NH:1][C:24]([O:26][CH3:27])=[O:25])=[CH:20][C:6]=1[O:7][C:8]1[CH:19]=[CH:18][CH:17]=[CH:16][C:9]=1[O:10][CH2:11][C:12]([O:14][CH3:15])=[O:13]. (2) Given the reactants [C:1]([C:3]1([OH:12])[CH2:8][CH:7]2[CH2:9][C:4]1([CH2:10][CH3:11])[CH2:5][CH2:6]2)#[CH:2].O1CCCC1.C(NC(C)C)(C)C.FC(F)(F)S(O[C:31]1[CH2:37][CH2:36][CH2:35][CH2:34][CH2:33][C:32]=1[C:38]([O:40][CH3:41])=[O:39])(=O)=O, predict the reaction product. The product is: [CH2:10]([C:4]12[CH2:9][CH:7]([CH2:6][CH2:5]1)[CH2:8][C:3]2([C:1]#[C:2][C:31]1[CH2:37][CH2:36][CH2:35][CH2:34][CH2:33][C:32]=1[C:38]([O:40][CH3:41])=[O:39])[OH:12])[CH3:11]. (3) Given the reactants C([O:4][C:5]1[C:6]([C:22](=[O:29])[C:23]2[CH:28]=[CH:27][CH:26]=[CH:25][CH:24]=2)=[C:7]([CH2:17][C:18]([O:20][CH3:21])=[O:19])[C:8]([CH2:15][CH3:16])=[C:9]([O:11]CC=C)[CH:10]=1)C=C.C1(P(C2C=CC=CC=2)C2C=CC=CC=2)C=CC=CC=1, predict the reaction product. The product is: [C:22]([C:6]1[C:5]([OH:4])=[CH:10][C:9]([OH:11])=[C:8]([CH2:15][CH3:16])[C:7]=1[CH2:17][C:18]([O:20][CH3:21])=[O:19])(=[O:29])[C:23]1[CH:24]=[CH:25][CH:26]=[CH:27][CH:28]=1. (4) Given the reactants [CH3:1][O:2][C:3](=[O:16])[C:4]1[CH:13]=[C:12]([CH2:14]Br)[CH:11]=[C:6]([C:7]([O:9][CH3:10])=[O:8])[CH:5]=1.[C:17]([O-])([O-])=[O:18].[K+].[K+].CO.C1COCC1, predict the reaction product. The product is: [CH3:1][O:2][C:3](=[O:16])[C:4]1[CH:13]=[C:12]([CH2:14][O:18][CH3:17])[CH:11]=[C:6]([C:7]([O:9][CH3:10])=[O:8])[CH:5]=1. (5) Given the reactants [CH3:1][O:2][C:3]1[CH:8]=[C:7]([CH2:9][OH:10])[CH:6]=[CH:5][N:4]=1, predict the reaction product. The product is: [CH3:1][O:2][C:3]1[CH:8]=[C:7]([CH:6]=[CH:5][N:4]=1)[CH:9]=[O:10]. (6) Given the reactants [CH:1]([C@:4]1([C:20]([N:22]2[CH2:31][CH2:30][C:29]3[N:28]=[CH:27][C:26]([C:32]([F:35])(F)[F:33])=[CH:25][C:24]=3[CH2:23]2)=[O:21])[CH2:8][CH2:7][CH:6]([N:9]2[CH2:14][CH2:13][CH:12]([CH2:15][C:16]([O:18]C)=[O:17])[CH2:11][CH2:10]2)[CH2:5]1)([CH3:3])[CH3:2].[OH-].[Li+].Cl.[CH3:39]O, predict the reaction product. The product is: [F:35][C:32]([C:26]1[CH:27]=[N:28][C:29]2[CH2:30][CH2:31][N:22]([C:20]([C@@:4]3([CH:1]([CH3:2])[CH3:3])[CH2:8][CH2:7][CH:6]([N:9]4[CH2:10][CH2:11][CH:12]([CH2:15][C:16]([OH:18])=[O:17])[CH2:13][CH2:14]4)[CH2:5]3)=[O:21])[CH2:23][C:24]=2[CH:25]=1)([F:33])[CH3:39]. (7) Given the reactants [NH2:1][C@H:2]1[C:11]2[C:6](=[CH:7][CH:8]=[C:9]([F:12])[CH:10]=2)[N:5]([C:13](=[O:15])[CH3:14])[C@@H:4]([CH:16]2[CH2:18][CH2:17]2)[C@@H:3]1[CH3:19].Br[C:21]1[C:26]([O:27][CH3:28])=[CH:25][CH:24]=[CH:23][N:22]=1.CN(C1C(C2C(P(C3CCCCC3)C3CCCCC3)=CC=CC=2)=CC=CC=1)C.CC(C)([O-])C.[Na+], predict the reaction product. The product is: [CH:16]1([C@H:4]2[C@H:3]([CH3:19])[C@@H:2]([NH:1][C:21]3[C:26]([O:27][CH3:28])=[CH:25][CH:24]=[CH:23][N:22]=3)[C:11]3[C:6](=[CH:7][CH:8]=[C:9]([F:12])[CH:10]=3)[N:5]2[C:13](=[O:15])[CH3:14])[CH2:18][CH2:17]1. (8) Given the reactants [N:1]1([NH:7][C:8]([C:10]2[CH:25]=[CH:24][C:13]3[O:14][C:15]4[CH:23]=[CH:22][CH:21]=[CH:20][C:16]=4[C:17](Cl)=[N:18][C:12]=3[CH:11]=2)=[O:9])[CH2:6][CH2:5][CH2:4][CH2:3][CH2:2]1.CN1C(=O)CCC1.[CH:33]1([Mg]Cl)[CH2:38][CH2:37][CH2:36][CH2:35][CH2:34]1.[NH4+].[Cl-], predict the reaction product. The product is: [N:1]1([NH:7][C:8]([C:10]2[CH:25]=[CH:24][C:13]3[O:14][C:15]4[CH:23]=[CH:22][CH:21]=[CH:20][C:16]=4[C:17]([CH:33]4[CH2:38][CH2:37][CH2:36][CH2:35][CH2:34]4)=[N:18][C:12]=3[CH:11]=2)=[O:9])[CH2:6][CH2:5][CH2:4][CH2:3][CH2:2]1.